From a dataset of Forward reaction prediction with 1.9M reactions from USPTO patents (1976-2016). Predict the product of the given reaction. (1) Given the reactants [Cl:1][C:2]1[CH:3]=[CH:4][C:5]([OH:24])=[C:6]([C:8]2[N:12]([CH:13]3[CH2:16][N:15]([C:17]([O:19][C:20]([CH3:23])([CH3:22])[CH3:21])=[O:18])[CH2:14]3)[N:11]=[CH:10][CH:9]=2)[CH:7]=1.C(=O)([O-])[O-].[K+].[K+].[CH3:31][O:32][C:33]1[CH:57]=[C:56]([O:58][CH3:59])[CH:55]=[CH:54][C:34]=1[CH2:35][N:36]([C:49]1[S:53][N:52]=[CH:51][N:50]=1)[S:37]([C:40]1[CH:45]=[C:44]([F:46])[C:43](F)=[CH:42][C:41]=1[F:48])(=[O:39])=[O:38].C(OCC)(=O)C, predict the reaction product. The product is: [Cl:1][C:2]1[CH:3]=[CH:4][C:5]([O:24][C:43]2[CH:42]=[C:41]([F:48])[C:40]([S:37]([N:36]([CH2:35][C:34]3[CH:54]=[CH:55][C:56]([O:58][CH3:59])=[CH:57][C:33]=3[O:32][CH3:31])[C:49]3[S:53][N:52]=[CH:51][N:50]=3)(=[O:38])=[O:39])=[CH:45][C:44]=2[F:46])=[C:6]([C:8]2[N:12]([CH:13]3[CH2:14][N:15]([C:17]([O:19][C:20]([CH3:21])([CH3:23])[CH3:22])=[O:18])[CH2:16]3)[N:11]=[CH:10][CH:9]=2)[CH:7]=1. (2) Given the reactants [Cl:1][C:2]1[S:6][C:5]([S:7](Cl)(=[O:9])=[O:8])=[CH:4][CH:3]=1.[C:11]([NH2:15])([CH3:14])([CH3:13])[CH3:12], predict the reaction product. The product is: [C:11]([NH:15][S:7]([C:5]1[S:6][C:2]([Cl:1])=[CH:3][CH:4]=1)(=[O:9])=[O:8])([CH3:14])([CH3:13])[CH3:12]. (3) Given the reactants Cl.[Br:2][C:3]1[CH:16]=[CH:15][C:6]([O:7][CH2:8][CH:9]2[CH2:14][CH2:13][NH:12][CH2:11][CH2:10]2)=[CH:5][CH:4]=1.[CH2:17]([CH:19]1[CH2:21][O:20]1)[CH3:18].C([O-])([O-])=O.[K+].[K+].O, predict the reaction product. The product is: [Br:2][C:3]1[CH:4]=[CH:5][C:6]([O:7][CH2:8][CH:9]2[CH2:10][CH2:11][N:12]([CH2:21][CH:19]([OH:20])[CH2:17][CH3:18])[CH2:13][CH2:14]2)=[CH:15][CH:16]=1. (4) Given the reactants [CH:1]([CH:14]1[C:19](=[O:20])[CH:18]2[CH2:21][CH2:22][N:15]1[CH2:16][CH2:17]2)([C:8]1[CH:13]=[CH:12][CH:11]=[CH:10][CH:9]=1)[C:2]1[CH:7]=[CH:6][CH:5]=[CH:4][CH:3]=1.C(O)(=O)C.[C:27]([OH:36])(=[O:35])[C@@H:28]([C@H:30]([C:32]([OH:34])=[O:33])[OH:31])[OH:29], predict the reaction product. The product is: [C:27]([OH:36])(=[O:35])[C@@H:28]([C@H:30]([C:32]([OH:34])=[O:33])[OH:31])[OH:29].[CH:1]([C@H:14]1[C:19](=[O:20])[CH:18]2[CH2:17][CH2:16][N:15]1[CH2:22][CH2:21]2)([C:2]1[CH:7]=[CH:6][CH:5]=[CH:4][CH:3]=1)[C:8]1[CH:13]=[CH:12][CH:11]=[CH:10][CH:9]=1.